From a dataset of Full USPTO retrosynthesis dataset with 1.9M reactions from patents (1976-2016). Predict the reactants needed to synthesize the given product. (1) Given the product [C:2]1([C:1]([C:9]2[CH:14]=[CH:13][CH:12]=[CH:11][CH:10]=2)([OH:8])[C:15]#[CH:16])[CH:7]=[CH:6][CH:5]=[CH:4][CH:3]=1, predict the reactants needed to synthesize it. The reactants are: [C:1]([C:9]1[CH:14]=[CH:13][CH:12]=[CH:11][CH:10]=1)(=[O:8])[C:2]1[CH:7]=[CH:6][CH:5]=[CH:4][CH:3]=1.[CH:15]1(C(O)(C2C=CC=CC=2)C#C)CCC[CH2:16]1. (2) The reactants are: [CH:1]([C:3]1[CH:8]=[CH:7][C:6]([B:9]([OH:11])[OH:10])=[CH:5][CH:4]=1)=O.[N:12]1[CH:17]=[CH:16][CH:15]=[CH:14][C:13]=1[NH2:18]. Given the product [N:12]1[CH:17]=[CH:16][CH:15]=[CH:14][C:13]=1[NH:18][CH2:1][C:3]1[CH:8]=[CH:7][C:6]([B:9]([OH:11])[OH:10])=[CH:5][CH:4]=1, predict the reactants needed to synthesize it. (3) The reactants are: Cl[C:2]1[CH:7]=[N:6][CH:5]=[CH:4][N:3]=1.[NH:8]1[CH2:12][CH2:11][CH2:10][CH2:9]1.NC1C=NC=CN=1. Given the product [N:8]1([C:2]2[CH:7]=[N:6][CH:5]=[CH:4][N:3]=2)[CH2:12][CH2:11][CH2:10][CH2:9]1, predict the reactants needed to synthesize it. (4) Given the product [F:16][C:13]1[CH:14]=[CH:15][C:10]([CH2:9][N:6]2[CH2:5][CH2:4][NH:3][C@H:2]([CH3:1])[CH2:7]2)=[CH:11][CH:12]=1, predict the reactants needed to synthesize it. The reactants are: [CH3:1][C@@H:2]1[CH2:7][NH:6][CH2:5][CH2:4][NH:3]1.Cl[CH2:9][C:10]1[CH:15]=[CH:14][C:13]([F:16])=[CH:12][CH:11]=1.C(=O)(O)[O-].[Na+]. (5) Given the product [Cl:1][C:2]1[CH:11]=[C:10]([CH:12]([OH:22])[CH2:13][CH2:14][C:15]2[CH:20]=[CH:19][CH:18]=[C:17]([OH:21])[CH:16]=2)[CH:9]=[CH:8][C:3]=1[C:4]([OH:6])=[O:5], predict the reactants needed to synthesize it. The reactants are: [Cl:1][C:2]1[CH:11]=[C:10]([CH:12]([OH:22])[CH2:13][CH2:14][C:15]2[CH:20]=[CH:19][CH:18]=[C:17]([OH:21])[CH:16]=2)[CH:9]=[CH:8][C:3]=1[C:4]([O:6]C)=[O:5].ClC1C=C(C(=O)CCC2C=CC=C(O)C=2)C=CC=1C(O)=O. (6) Given the product [C:67]([O:71][C:72](=[O:82])[N:73]([C:4]1[CH:9]=[CH:8][CH:7]=[C:6]([NH:10][C:11](=[O:38])[CH2:12][N:13]2[N:19]=[C:18]([CH:17]3[CH2:16][CH2:29][CH2:28][CH2:27][CH2:26]3)[C:20]3[CH:21]=[CH:22][CH:23]=[CH:24][C:25]=3[N:15]([CH2:30][C:31](=[O:36])[C:32]([CH3:34])([CH3:35])[CH3:33])[C:14]2=[O:37])[CH:5]=1)[CH3:74])([CH3:70])([CH3:69])[CH3:68], predict the reactants needed to synthesize it. The reactants are: COC(=O)[C:4]1[CH:9]=[CH:8][CH:7]=[C:6]([NH:10][C:11](=[O:38])[CH2:12][N:13]2[N:19]=[C:18]([CH:20]3[CH2:25][CH2:24][CH2:23][CH2:22][CH2:21]3)[C:17]3[CH:26]=[CH:27][CH:28]=[CH:29][C:16]=3[N:15]([CH2:30][C:31](=[O:36])[C:32]([CH3:35])([CH3:34])[CH3:33])[C:14]2=[O:37])[CH:5]=1.CC(C)(C)C(=O)CN1C2C=CC=CC=2C(CC(C)C)=NN(CC(O)=O)C1=O.[C:67]([O:71][C:72](=[O:82])[N:73](C1C=CC=C(N)C=1)[CH3:74])([CH3:70])([CH3:69])[CH3:68].C1(C2C3C=CC=CC=3N(CC(=O)C(C)(C)C)C(=O)N(CC(O)=O)N=2)CCCCC1.COC(=O)C1C=CC=C(N)C=1. (7) Given the product [CH3:1][N:2]1[CH:6]=[C:5]([C:7]2[CH:16]=[CH:15][C:14]([C:17]3[CH:18]=[N:19][CH:20]=[C:21]([CH3:23])[CH:22]=3)=[CH:13][C:8]=2[C:9]([OH:11])=[O:10])[CH:4]=[N:3]1, predict the reactants needed to synthesize it. The reactants are: [CH3:1][N:2]1[CH:6]=[C:5]([C:7]2[CH:16]=[CH:15][C:14]([C:17]3[CH:18]=[N:19][CH:20]=[C:21]([CH3:23])[CH:22]=3)=[CH:13][C:8]=2[C:9]([O:11]C)=[O:10])[CH:4]=[N:3]1.[OH-].[Li+].Cl.